This data is from Catalyst prediction with 721,799 reactions and 888 catalyst types from USPTO. The task is: Predict which catalyst facilitates the given reaction. Reactant: [CH3:1][C@H:2]1[CH2:7][NH:6][C@H:5]([CH3:8])[CH2:4][NH:3]1.[C:9](O[C:9]([O:11][C:12]([CH3:15])([CH3:14])[CH3:13])=[O:10])([O:11][C:12]([CH3:15])([CH3:14])[CH3:13])=[O:10]. Product: [C:9]([N:3]1[CH2:4][C@@H:5]([CH3:8])[NH:6][CH2:7][C@@H:2]1[CH3:1])([O:11][C:12]([CH3:15])([CH3:14])[CH3:13])=[O:10]. The catalyst class is: 4.